Dataset: Reaction yield outcomes from USPTO patents with 853,638 reactions. Task: Predict the reaction yield, written as a fraction of the theoretical maximum amount of product (1.0 means a 100% yield; for example, 0.34 means a 34% yield). (1) The reactants are [NH2:1][CH2:2][C:3]1[CH:10]=[CH:9][C:6]([CH2:7][OH:8])=[CH:5][CH:4]=1.C(=O)([O-])[OH:12].[Na+].[C:16]([O:20][C:21](O[C:21]([O:20][C:16]([CH3:19])([CH3:18])[CH3:17])=[O:22])=[O:22])([CH3:19])([CH3:18])[CH3:17]. The catalyst is C1COCC1.O. The product is [C:16]([O:20][C:21]([NH:1][CH2:2][C:3]1[CH:10]=[CH:9][C:6]([C:7]([OH:12])=[O:8])=[CH:5][CH:4]=1)=[O:22])([CH3:19])([CH3:18])[CH3:17]. The yield is 0.970. (2) The reactants are Br[CH2:2][C:3]([C:5]1[CH:10]=[CH:9][C:8]([F:11])=[CH:7][CH:6]=1)=O.[C:12]([NH2:15])(=[S:14])[CH3:13]. The catalyst is O1CCOCC1. The product is [F:11][C:8]1[CH:9]=[CH:10][C:5]([C:3]2[N:15]=[C:12]([CH3:13])[S:14][CH:2]=2)=[CH:6][CH:7]=1. The yield is 0.730. (3) The reactants are [NH2:1][C:2]1[C:3]([NH2:11])=[N:4][CH:5]=[C:6]([CH:10]=1)[C:7]([NH2:9])=[O:8].Br[CH2:13][C:14](=O)[CH2:15][CH3:16]. The catalyst is C1(=O)CCCCC1. The product is [NH2:1][C:2]1[C:3]2[N:4]([C:14]([CH3:13])=[C:15]([CH3:16])[N:11]=2)[CH:5]=[C:6]([C:7]([NH2:9])=[O:8])[CH:10]=1. The yield is 0.700. (4) The reactants are C([N:8]1[C:12]([NH:13][CH:14]2[CH2:19][CH2:18][O:17][CH2:16][CH2:15]2)=[CH:11][CH:10]=[N:9]1)C1C=CC=CC=1. The catalyst is [C].[Pd].C(O)C. The product is [O:17]1[CH2:16][CH2:15][CH:14]([NH:13][C:12]2[NH:8][N:9]=[CH:10][CH:11]=2)[CH2:19][CH2:18]1. The yield is 0.870. (5) The reactants are [N+:1]([O-:4])([O-])=[O:2].[K+].C[Si](Cl)(C)C.[C:11](=[O:27])([O:25][CH3:26])[O:12][C:13]1[CH:18]=[CH:17][C:16]([CH2:19][CH3:20])=[CH:15][C:14]=1[C:21]([CH3:24])([CH3:23])[CH3:22].[Al+3].[Cl-].[Cl-].[Cl-]. The catalyst is C(Cl)Cl. The product is [C:11](=[O:27])([O:25][CH3:26])[O:12][C:13]1[CH:18]=[C:17]([N+:1]([O-:4])=[O:2])[C:16]([CH2:19][CH3:20])=[CH:15][C:14]=1[C:21]([CH3:22])([CH3:23])[CH3:24]. The yield is 0.700. (6) The reactants are [C:1]12[C:7](=[CH:8][CH:9]=[CH:10][CH:11]=1)[NH:6]C(=O)[O:4][C:2]2=O.C([N:15](CC)CC)C.C[CH2:21][OH:22].O. No catalyst specified. The product is [NH2:6][C:7]1[CH:8]=[CH:9][CH:10]=[CH:11][C:1]=1[C:2]([NH:15][O:22][CH3:21])=[O:4]. The yield is 0.490. (7) The reactants are O=[C:2]1[CH2:6][CH2:5][C@@H:4]([C:7]([O:9][CH2:10][C:11]2[CH:16]=[CH:15][CH:14]=[CH:13][CH:12]=2)=[O:8])[CH2:3]1.[CH2:17](B1OC(C)(C)C(C)(C)O1)[CH:18]=[CH2:19].[NH3:29]. The catalyst is CO. The product is [CH2:17]([C:2]1([NH2:29])[CH2:6][CH2:5][C@@H:4]([C:7]([O:9][CH2:10][C:11]2[CH:16]=[CH:15][CH:14]=[CH:13][CH:12]=2)=[O:8])[CH2:3]1)[CH:18]=[CH2:19]. The yield is 0.520.